This data is from Reaction yield outcomes from USPTO patents with 853,638 reactions. The task is: Predict the reaction yield, written as a fraction of the theoretical maximum amount of product (1.0 means a 100% yield; for example, 0.34 means a 34% yield). (1) The reactants are Br[C:2]1[CH:7]=[CH:6][N:5]=[C:4]2[NH:8][C:9]([CH2:11][C:12](=[O:18])[N:13]3[CH2:17][CH2:16][CH2:15][CH2:14]3)=[CH:10][C:3]=12.[O:19]=[S:20]1(=[O:44])[CH2:24][CH2:23][CH:22]([NH:25][S:26]([C:29]2[CH:34]=[CH:33][C:32](B3OC(C)(C)C(C)(C)O3)=[CH:31][CH:30]=2)(=[O:28])=[O:27])[CH2:21]1.C(=O)([O-])[O-].[Na+].[Na+]. The catalyst is [Pd](Cl)Cl.C1(P([C-]2C=CC=C2)C2C=CC=CC=2)C=CC=CC=1.[C-]1(P(C2C=CC=CC=2)C2C=CC=CC=2)C=CC=C1.[Fe+2].O1CCOCC1.O. The product is [O:44]=[S:20]1(=[O:19])[CH2:24][CH2:23][CH:22]([NH:25][S:26]([C:29]2[CH:34]=[CH:33][C:32]([C:2]3[CH:7]=[CH:6][N:5]=[C:4]4[NH:8][C:9]([CH2:11][C:12](=[O:18])[N:13]5[CH2:17][CH2:16][CH2:15][CH2:14]5)=[CH:10][C:3]=34)=[CH:31][CH:30]=2)(=[O:27])=[O:28])[CH2:21]1. The yield is 0.110. (2) The reactants are [Cl:1][C:2]1[CH:3]=[C:4]([NH:16][C:17]2[C:26]3[C:21](=[CH:22][CH:23]=[CH:24][C:25]=3[O:27][C@H:28]([CH3:33])[C:29]([O:31]C)=[O:30])[N:20]=[CH:19][N:18]=2)[CH:5]=[CH:6][C:7]=1[O:8][CH2:9][C:10]1[CH:15]=[CH:14][CH:13]=[CH:12][N:11]=1.[OH-].[Na+]. The catalyst is C1COCC1.CO. The product is [Cl:1][C:2]1[CH:3]=[C:4]([NH:16][C:17]2[C:26]3[C:21](=[CH:22][CH:23]=[CH:24][C:25]=3[O:27][C@H:28]([CH3:33])[C:29]([OH:31])=[O:30])[N:20]=[CH:19][N:18]=2)[CH:5]=[CH:6][C:7]=1[O:8][CH2:9][C:10]1[CH:15]=[CH:14][CH:13]=[CH:12][N:11]=1. The yield is 0.950. (3) The reactants are [NH2:1][CH2:2][C@@H:3]([F:6])[CH2:4][OH:5].C(=O)([O-])[O-].[K+].[K+].[C:13](O[C:13]([O:15][C:16]([CH3:19])([CH3:18])[CH3:17])=[O:14])([O:15][C:16]([CH3:19])([CH3:18])[CH3:17])=[O:14]. The catalyst is O1CCOCC1. The product is [F:6][C@@H:3]([CH2:4][OH:5])[CH2:2][NH:1][C:13](=[O:14])[O:15][C:16]([CH3:19])([CH3:18])[CH3:17]. The yield is 1.00. (4) The yield is 0.400. The product is [Br:1][C:2]1[C:7]([OH:8])=[CH:6][CH:5]=[C:4]([CH3:9])[C:3]=1[CH:10]([O:15][C:3]([CH3:10])([CH3:4])[CH3:2])[C:11]([O:13][CH3:14])=[O:12]. The catalyst is C(OC(C)(C)C)(=O)C.C(OCC)(=O)C. The reactants are [Br:1][C:2]1[C:7]([OH:8])=[CH:6][CH:5]=[C:4]([CH3:9])[C:3]=1[CH:10]([OH:15])[C:11]([O:13][CH3:14])=[O:12]. (5) The reactants are [NH2:1][C:2]1[N:7]=[CH:6][N:5]=[C:4]2[N:8]([C@@H:26]3[CH2:31][CH2:30][CH2:29][N:28](C(OC(C)(C)C)=O)[CH2:27]3)[N:9]=[C:10]([C:11]3[CH:16]=[CH:15][C:14]([O:17][C:18]4[CH:23]=[C:22]([F:24])[CH:21]=[C:20]([F:25])[CH:19]=4)=[CH:13][CH:12]=3)[C:3]=12.FC(F)(F)C(O)=O. The catalyst is ClCCl. The product is [F:25][C:20]1[CH:19]=[C:18]([CH:23]=[C:22]([F:24])[CH:21]=1)[O:17][C:14]1[CH:15]=[CH:16][C:11]([C:10]2[C:3]3[C:4](=[N:5][CH:6]=[N:7][C:2]=3[NH2:1])[N:8]([C@@H:26]3[CH2:31][CH2:30][CH2:29][NH:28][CH2:27]3)[N:9]=2)=[CH:12][CH:13]=1. The yield is 0.760.